Dataset: Reaction yield outcomes from USPTO patents with 853,638 reactions. Task: Predict the reaction yield, written as a fraction of the theoretical maximum amount of product (1.0 means a 100% yield; for example, 0.34 means a 34% yield). (1) The reactants are [N:1]1([CH2:7][CH2:8][CH2:9][C:10]([OH:12])=[O:11])[CH2:6][CH2:5][CH2:4][CH2:3][CH2:2]1.C1N=CN(C(N2C=NC=C2)=O)C=1.Cl.[F:26][C:27]1[C:31]([C:32]2[CH:33]=[C:34]3[C:39](=[CH:40][CH:41]=2)[N:38]=[CH:37][CH:36]=[CH:35]3)=[N:30][NH:29][C:28]=1[NH3+:42].CCN(CC)CC. The catalyst is ClCCCl. The product is [CH:10]([OH:12])=[O:11].[F:26][C:27]1[C:31]([C:32]2[CH:33]=[C:34]3[C:39](=[CH:40][CH:41]=2)[N:38]=[CH:37][CH:36]=[CH:35]3)=[N:30][NH:29][C:28]=1[NH:42][C:10](=[O:12])[CH2:9][CH2:8][CH2:7][N:1]1[CH2:2][CH2:3][CH2:4][CH2:5][CH2:6]1. The yield is 0.480. (2) The reactants are C(OC([N:8]1[CH2:13][CH2:12][CH:11]([N:14]2[CH2:27][C:19]3[C:20]4[CH:21]=[N:22][NH:23][C:24]=4[CH:25]=[CH:26][C:18]=3[CH2:17][C@@H:16]([NH:28][C:29]([O:31][CH2:32][C:33]3[CH:38]=[CH:37][CH:36]=[CH:35][CH:34]=3)=[O:30])[C:15]2=[O:39])[CH2:10][CH2:9]1)=O)(C)(C)C.C1(OC)C=CC=CC=1.[CH3:48][S:49]([OH:52])(=[O:51])=[O:50]. The catalyst is ClCCl.C(OCC)C. The product is [CH3:48][S:49]([OH:52])(=[O:51])=[O:50].[O:39]=[C:15]1[N:14]([CH:11]2[CH2:12][CH2:13][NH:8][CH2:9][CH2:10]2)[CH2:27][C:19]2[C:20]3[CH:21]=[N:22][NH:23][C:24]=3[CH:25]=[CH:26][C:18]=2[CH2:17][C@H:16]1[NH:28][C:29](=[O:30])[O:31][CH2:32][C:33]1[CH:38]=[CH:37][CH:36]=[CH:35][CH:34]=1. The yield is 1.00. (3) The reactants are [CH3:1][O:2][CH2:3][O:4][C:5]1[CH:10]=[CH:9][CH:8]=[C:7]([O:11][CH2:12][O:13][CH3:14])[CH:6]=1.[Li]CCCC.[CH2:20](Br)[C:21]1[CH:26]=[CH:25][CH:24]=[CH:23][CH:22]=1. The catalyst is C1COCC1. The product is [CH2:20]([C:6]1[C:7]([O:11][CH2:12][O:13][CH3:14])=[CH:8][CH:9]=[CH:10][C:5]=1[O:4][CH2:3][O:2][CH3:1])[C:21]1[CH:26]=[CH:25][CH:24]=[CH:23][CH:22]=1. The yield is 0.300.